This data is from Peptide-MHC class I binding affinity with 185,985 pairs from IEDB/IMGT. The task is: Regression. Given a peptide amino acid sequence and an MHC pseudo amino acid sequence, predict their binding affinity value. This is MHC class I binding data. (1) The peptide sequence is TPYDINQML. The MHC is HLA-A02:02 with pseudo-sequence HLA-A02:02. The binding affinity (normalized) is 0.149. (2) The MHC is HLA-A31:01 with pseudo-sequence HLA-A31:01. The binding affinity (normalized) is 0.218. The peptide sequence is HRYLIRQSM. (3) The peptide sequence is IIYYQLAGY. The MHC is HLA-A11:01 with pseudo-sequence HLA-A11:01. The binding affinity (normalized) is 0.540. (4) The peptide sequence is SEFWLNYTA. The MHC is HLA-A26:02 with pseudo-sequence HLA-A26:02. The binding affinity (normalized) is 0.0847.